From a dataset of Forward reaction prediction with 1.9M reactions from USPTO patents (1976-2016). Predict the product of the given reaction. (1) Given the reactants Br[C:2]1[CH:3]=[N:4][CH:5]=[CH:6][CH:7]=1.[NH2:8][C@H:9]1[C:18]2[C:13](=[CH:14][CH:15]=[C:16]([N:19]3[CH2:24][CH2:23][O:22][CH2:21][CH2:20]3)[CH:17]=2)[N:12]([C:25](=[O:27])[CH3:26])[C@@H:11]([CH3:28])[C@@H:10]1[CH3:29].CN(C1C(C2C(P(C3CCCCC3)C3CCCCC3)=CC=CC=2)=CC=CC=1)C.CC(C)([O-])C.[Na+], predict the reaction product. The product is: [CH3:28][C@H:11]1[C@H:10]([CH3:29])[C@@H:9]([NH:8][C:2]2[CH:3]=[N:4][CH:5]=[CH:6][CH:7]=2)[C:18]2[C:13](=[CH:14][CH:15]=[C:16]([N:19]3[CH2:20][CH2:21][O:22][CH2:23][CH2:24]3)[CH:17]=2)[N:12]1[C:25](=[O:27])[CH3:26]. (2) Given the reactants [Br:1][C:2]1[CH:7]=[CH:6][C:5]([CH3:8])=[C:4]([N+:9]([O-:11])=[O:10])[CH:3]=1.C1C(C(OO)=O)=CC=CC=1.BrN1C(=O)CCC1=O.Cl.[NH2:31][CH2:32][C:33]([O:35][CH2:36][CH3:37])=[O:34].C(=O)([O-])O.[Na+], predict the reaction product. The product is: [Br:1][C:2]1[CH:7]=[CH:6][C:5]([CH2:8][NH:31][CH2:32][C:33]([O:35][CH2:36][CH3:37])=[O:34])=[C:4]([N+:9]([O-:11])=[O:10])[CH:3]=1. (3) Given the reactants [Br:1][C:2]1[CH:10]=[C:9]2[C:5]([C:6]([C:11](=[O:16])[C:12]([F:15])([F:14])[F:13])=[CH:7][NH:8]2)=[CH:4][CH:3]=1.Br[CH2:18][C:19]([O:21][C:22]([CH3:25])([CH3:24])[CH3:23])=[O:20].C(=O)([O-])[O-].[K+].[K+], predict the reaction product. The product is: [Br:1][C:2]1[CH:10]=[C:9]2[C:5]([C:6]([C:11](=[O:16])[C:12]([F:13])([F:14])[F:15])=[CH:7][N:8]2[CH2:18][C:19]([O:21][C:22]([CH3:25])([CH3:24])[CH3:23])=[O:20])=[CH:4][CH:3]=1. (4) Given the reactants [CH3:1][O:2][C@H:3]([C@@H:14]([CH3:20])[C@@H:15]([O:18][CH3:19])[C:16]#[CH:17])[C@@H:4]([CH3:13])[CH2:5][O:6]C(=O)C(C)(C)C.C[O-].[Na+], predict the reaction product. The product is: [CH3:1][O:2][C@H:3]([C@@H:14]([CH3:20])[C@@H:15]([O:18][CH3:19])[C:16]#[CH:17])[C@@H:4]([CH3:13])[CH2:5][OH:6]. (5) Given the reactants Cl[C:2]1[CH:7]=[C:6]([N:8]2[C:12]3[N:13]=[C:14]([N:42]4[CH2:47][CH2:46][O:45][CH2:44][CH2:43]4)[N:15]=[C:16]([C:17]4[CH:18]=[N:19][C:20]([N:23]([CH2:33][C:34]5[CH:39]=[CH:38][C:37]([O:40][CH3:41])=[CH:36][CH:35]=5)[CH2:24][C:25]5[CH:30]=[CH:29][C:28]([O:31][CH3:32])=[CH:27][CH:26]=5)=[N:21][CH:22]=4)[C:11]=3[CH2:10][CH2:9]2)[CH:5]=[CH:4][N:3]=1.CC(C)([O-])C.[Na+].[CH2:54]([N:56]1[CH2:61][CH2:60][NH:59][CH2:58][CH2:57]1)[CH3:55].C(N1CCN2CCN(CC(C)C)P1N(CC(C)C)CC2)C(C)C, predict the reaction product. The product is: [CH2:54]([N:56]1[CH2:61][CH2:60][N:59]([C:2]2[CH:7]=[C:6]([N:8]3[C:12]4[N:13]=[C:14]([N:42]5[CH2:43][CH2:44][O:45][CH2:46][CH2:47]5)[N:15]=[C:16]([C:17]5[CH:22]=[N:21][C:20]([N:23]([CH2:33][C:34]6[CH:35]=[CH:36][C:37]([O:40][CH3:41])=[CH:38][CH:39]=6)[CH2:24][C:25]6[CH:30]=[CH:29][C:28]([O:31][CH3:32])=[CH:27][CH:26]=6)=[N:19][CH:18]=5)[C:11]=4[CH2:10][CH2:9]3)[CH:5]=[CH:4][N:3]=2)[CH2:58][CH2:57]1)[CH3:55].